From a dataset of Full USPTO retrosynthesis dataset with 1.9M reactions from patents (1976-2016). Predict the reactants needed to synthesize the given product. (1) Given the product [Cl:22][C:23]1[C:28]([F:29])=[CH:27][CH:26]=[C:25]([O:30][CH3:31])[C:24]=1[C@H:32]([C:34]1[C:42]2[C:37](=[N:38][CH:39]=[C:40]([C:2]3[C:3]([CH2:8][OH:10])=[N:4][N:5]([CH3:7])[CH:6]=3)[CH:41]=2)[NH:36][CH:35]=1)[CH3:33], predict the reactants needed to synthesize it. The reactants are: Br[C:2]1[C:3]([C:8]([OH:10])=O)=[N:4][N:5]([CH3:7])[CH:6]=1.C1COCC1.B.C1COCC1.[Cl:22][C:23]1[C:28]([F:29])=[CH:27][CH:26]=[C:25]([O:30][CH3:31])[C:24]=1[C@H:32]([C:34]1[C:42]2[C:37](=[N:38][CH:39]=[C:40](B3OC(C)(C)C(C)(C)O3)[CH:41]=2)[NH:36][CH:35]=1)[CH3:33].C([O-])([O-])=O.[K+].[K+].O. (2) Given the product [Cl:13][C:14]1[C:23]([O:6][CH:5]([C:2]2([CH3:1])[CH2:4][CH2:3]2)[C:7]2[CH:8]=[N:9][CH:10]=[CH:11][CH:12]=2)=[N:22][C:21]2[C:16](=[CH:17][CH:18]=[CH:19][CH:20]=2)[N:15]=1, predict the reactants needed to synthesize it. The reactants are: [CH3:1][C:2]1([CH:5]([C:7]2[CH:8]=[N:9][CH:10]=[CH:11][CH:12]=2)[OH:6])[CH2:4][CH2:3]1.[Cl:13][C:14]1[C:23](Cl)=[N:22][C:21]2[C:16](=[CH:17][CH:18]=[CH:19][CH:20]=2)[N:15]=1.[H-].[Na+].[Cl-].[NH4+]. (3) Given the product [C:4]1(/[C:10](=[N:17]/[O:18][CH2:19][C:20]2[CH:25]=[CH:24][C:23]([O:26][CH2:27][C:28]3[O:32][N:31]=[C:30]([C:33]4[CH:34]=[CH:35][CH:36]=[CH:37][CH:38]=4)[CH:29]=3)=[CH:22][CH:21]=2)/[CH2:11][CH2:12][C:13]([OH:15])=[O:14])[CH:9]=[CH:8][CH:7]=[CH:6][CH:5]=1, predict the reactants needed to synthesize it. The reactants are: O.[OH-].[Li+].[C:4]1(/[C:10](=[N:17]/[O:18][CH2:19][C:20]2[CH:25]=[CH:24][C:23]([O:26][CH2:27][C:28]3[O:32][N:31]=[C:30]([C:33]4[CH:38]=[CH:37][CH:36]=[CH:35][CH:34]=4)[CH:29]=3)=[CH:22][CH:21]=2)/[CH2:11][CH2:12][C:13]([O:15]C)=[O:14])[CH:9]=[CH:8][CH:7]=[CH:6][CH:5]=1.O.Cl. (4) Given the product [C:1]([O:5][C:6](=[O:7])[NH:8][CH3:9])([CH3:4])([CH3:3])[CH3:2], predict the reactants needed to synthesize it. The reactants are: [C:1]([O:5][C:6]([N:8](C)[C@@H:9](C)C(N[C@@H](C1C=CC=CC=1)C(N1C2C(=CC=CC=2)C[C@H]1C(O)=O)=O)=O)=[O:7])([CH3:4])([CH3:3])[CH3:2].FC1C=CC(C)=C(CN)C=1.C(P1(=O)OP(=O)(CCC)OP(=O)(CCC)O1)CC.C(N(C(C)C)CC)(C)C.